Task: Regression. Given a peptide amino acid sequence and an MHC pseudo amino acid sequence, predict their binding affinity value. This is MHC class II binding data.. Dataset: Peptide-MHC class II binding affinity with 134,281 pairs from IEDB (1) The peptide sequence is DVKFPGGGQIGGGVY. The MHC is HLA-DQA10501-DQB10301 with pseudo-sequence HLA-DQA10501-DQB10301. The binding affinity (normalized) is 0.541. (2) The peptide sequence is LPVPPTVTVFKIPKK. The MHC is HLA-DPA10103-DPB10201 with pseudo-sequence HLA-DPA10103-DPB10201. The binding affinity (normalized) is 0.223. (3) The peptide sequence is AVFEYTIDCDGSILG. The MHC is HLA-DQA10201-DQB10402 with pseudo-sequence HLA-DQA10201-DQB10402. The binding affinity (normalized) is 0.278. (4) The peptide sequence is RVWEQIFSTWLLKPG. The MHC is HLA-DPA10201-DPB10101 with pseudo-sequence HLA-DPA10201-DPB10101. The binding affinity (normalized) is 0.880. (5) The peptide sequence is LLESLSSLGAHLDSD. The MHC is DRB1_1302 with pseudo-sequence DRB1_1302. The binding affinity (normalized) is 0.475. (6) The peptide sequence is MPVDPDNEAYEMPSE. The MHC is HLA-DQA10501-DQB10301 with pseudo-sequence HLA-DQA10501-DQB10301. The binding affinity (normalized) is 0.0766. (7) The peptide sequence is KYRWLNLSANGDLRL. The MHC is H-2-IAb with pseudo-sequence H-2-IAb. The binding affinity (normalized) is 0.553. (8) The peptide sequence is GRGGWCYYAAAQKEV. The MHC is HLA-DQA10501-DQB10302 with pseudo-sequence HLA-DQA10501-DQB10302. The binding affinity (normalized) is 0.613. (9) The peptide sequence is RDFIEGVHGGTWVSA. The MHC is DRB5_0101 with pseudo-sequence DRB5_0101. The binding affinity (normalized) is 0.274. (10) The peptide sequence is DKLTGPFTVRYTTEG. The MHC is HLA-DPA10103-DPB10201 with pseudo-sequence HLA-DPA10103-DPB10201. The binding affinity (normalized) is 0.127.